From a dataset of Forward reaction prediction with 1.9M reactions from USPTO patents (1976-2016). Predict the product of the given reaction. (1) Given the reactants [NH2:1][C:2]1[CH:3]=[CH:4][C:5]([C:8]([O:10][CH2:11][CH3:12])=[O:9])=[N:6][CH:7]=1.[C:13](O[C:13]([O:15][C:16]([CH3:19])([CH3:18])[CH3:17])=[O:14])([O:15][C:16]([CH3:19])([CH3:18])[CH3:17])=[O:14], predict the reaction product. The product is: [C:16]([O:15][C:13]([NH:1][C:2]1[CH:3]=[CH:4][C:5]([C:8]([O:10][CH2:11][CH3:12])=[O:9])=[N:6][CH:7]=1)=[O:14])([CH3:19])([CH3:18])[CH3:17]. (2) Given the reactants [C:1]1([C:10]2[CH:15]=[CH:14][CH:13]=[CH:12][CH:11]=2)[CH:6]=[CH:5][CH:4]=[C:3]([CH2:7][C:8]#[N:9])[CH:2]=1.Br[CH2:17][CH2:18][O:19][CH2:20][CH2:21]Br, predict the reaction product. The product is: [C:1]1([C:10]2[CH:15]=[CH:14][CH:13]=[CH:12][CH:11]=2)[CH:6]=[CH:5][CH:4]=[C:3]([C:7]2([C:8]#[N:9])[CH2:21][CH2:20][O:19][CH2:18][CH2:17]2)[CH:2]=1. (3) Given the reactants [NH2:1][C:2]1[C:7]([O:8][CH:9]2[C:13]3([CH2:15][CH2:14]3)[CH2:12][N:11]([C:16]([O:18][C:19]([CH3:22])([CH3:21])[CH3:20])=[O:17])[CH2:10]2)=[CH:6][C:5]([C:23]#[N:24])=[CH:4][N:3]=1.[OH-:25].[Li+].OO, predict the reaction product. The product is: [NH2:1][C:2]1[C:7]([O:8][CH:9]2[C:13]3([CH2:15][CH2:14]3)[CH2:12][N:11]([C:16]([O:18][C:19]([CH3:21])([CH3:20])[CH3:22])=[O:17])[CH2:10]2)=[CH:6][C:5]([C:23](=[O:25])[NH2:24])=[CH:4][N:3]=1. (4) Given the reactants [Br:1][C:2]1[CH:7]=[CH:6][C:5]([C:8](=[O:11])C=O)=[CH:4][C:3]=1[F:12].C1(C)C=CC=CC=1.[CH:20]([O:27][CH2:28][CH3:29])([O:24][CH2:25][CH3:26])OCC.C(=O)(O)[O-].[Na+], predict the reaction product. The product is: [Br:1][C:2]1[CH:7]=[CH:6][C:5]([C:8](=[O:11])[CH:20]([O:24][CH2:25][CH3:26])[O:27][CH2:28][CH3:29])=[CH:4][C:3]=1[F:12]. (5) The product is: [NH2:1][C:2]1[C:11]2[CH:10]=[CH:9][CH:8]=[C:7]([C:25]3[CH:26]=[CH:27][C:22]([F:21])=[CH:23][C:24]=3[O:31][CH3:32])[C:6]=2[N:5]=[C:4]2[CH2:13][N:14]([CH:17]3[CH2:20][CH2:19][CH2:18]3)[C:15](=[O:16])[C:3]=12. Given the reactants [NH2:1][C:2]1[C:11]2[CH:10]=[CH:9][CH:8]=[C:7](Br)[C:6]=2[N:5]=[C:4]2[CH2:13][N:14]([CH:17]3[CH2:20][CH2:19][CH2:18]3)[C:15](=[O:16])[C:3]=12.[F:21][C:22]1[CH:27]=[CH:26][C:25](B(O)O)=[C:24]([O:31][CH3:32])[CH:23]=1, predict the reaction product. (6) Given the reactants [Si]([O:8][CH2:9][C:10]([CH3:47])([CH3:46])[CH2:11]/[CH:12]=[CH:13]/[C:14]1[CH:15]=[C:16]2[C:21](=[CH:22][C:23]=1[O:24][CH3:25])[N:20]=[C:19]([O:26][CH2:27][CH3:28])[CH:18]=[C:17]2[O:29][C@H:30]1[CH2:34][N:33]([C:35]([O:37][C:38]([CH3:41])([CH3:40])[CH3:39])=[O:36])[C@H:32]([C:42]([O:44][CH3:45])=[O:43])[CH2:31]1)(C(C)(C)C)(C)C.C([O-])([O-])=O.[Na+].[Na+], predict the reaction product. The product is: [CH2:27]([O:26][C:19]1[CH:18]=[C:17]([O:29][C@H:30]2[CH2:34][N:33]([C:35]([O:37][C:38]([CH3:40])([CH3:41])[CH3:39])=[O:36])[C@H:32]([C:42]([O:44][CH3:45])=[O:43])[CH2:31]2)[C:16]2[C:21](=[CH:22][C:23]([O:24][CH3:25])=[C:14](/[CH:13]=[CH:12]/[CH2:11][C:10]([CH3:47])([CH3:46])[CH2:9][OH:8])[CH:15]=2)[N:20]=1)[CH3:28]. (7) The product is: [CH3:13][O:12][C:9]1[CH:10]=[C:11]2[C:6](=[CH:7][C:8]=1[O:14][CH2:15][CH2:16][CH2:17][N:18]([CH3:23])[S:19]([CH3:22])(=[O:21])=[O:20])[N:5]=[CH:4][N:3]=[C:2]2[O:30][C:31]1[CH:32]=[C:33]2[C:37](=[CH:38][CH:39]=1)[NH:36][C:35]([CH3:40])=[CH:34]2. Given the reactants Cl[C:2]1[C:11]2[C:6](=[CH:7][C:8]([O:14][CH2:15][CH2:16][CH2:17][N:18]([CH3:23])[S:19]([CH3:22])(=[O:21])=[O:20])=[C:9]([O:12][CH3:13])[CH:10]=2)[N:5]=[CH:4][N:3]=1.C(=O)([O-])[O-].[K+].[K+].[OH:30][C:31]1[CH:32]=[C:33]2[C:37](=[CH:38][CH:39]=1)[NH:36][C:35]([CH3:40])=[CH:34]2, predict the reaction product. (8) Given the reactants [C:1]([C:5]1[CH:10]=[CH:9][C:8]([S:11](Cl)(=[O:13])=[O:12])=[CH:7][CH:6]=1)([CH3:4])([CH3:3])[CH3:2].[NH2:15][C:16]1[CH:21]=[CH:20][C:19]([Cl:22])=[CH:18][C:17]=1[C:23]([C:25]1[S:26][CH:27]=[CH:28][N:29]=1)=[O:24], predict the reaction product. The product is: [C:1]([C:5]1[CH:10]=[CH:9][C:8]([S:11]([NH:15][C:16]2[CH:21]=[CH:20][C:19]([Cl:22])=[CH:18][C:17]=2[C:23]([C:25]2[S:26][CH:27]=[CH:28][N:29]=2)=[O:24])(=[O:13])=[O:12])=[CH:7][CH:6]=1)([CH3:4])([CH3:3])[CH3:2]. (9) Given the reactants [NH2:1][C:2]1[C:3]2[C:10]([C:11]3[CH:16]=[CH:15][CH:14]=[CH:13][CH:12]=3)=[C:9]([C:17]3[CH:22]=[CH:21][CH:20]=[CH:19][CH:18]=3)[O:8][C:4]=2[N:5]=[CH:6][N:7]=1.Br[CH2:24][C:25]1([CH3:30])[O:29][CH2:28][CH2:27][O:26]1.[OH-].[Na+], predict the reaction product. The product is: [C:11]1([C:10]2[C:3]3[C:2]([NH:1][CH2:24][C:25]4([CH3:30])[O:29][CH2:28][CH2:27][O:26]4)=[N:7][CH:6]=[N:5][C:4]=3[O:8][C:9]=2[C:17]2[CH:18]=[CH:19][CH:20]=[CH:21][CH:22]=2)[CH:16]=[CH:15][CH:14]=[CH:13][CH:12]=1.